Dataset: Catalyst prediction with 721,799 reactions and 888 catalyst types from USPTO. Task: Predict which catalyst facilitates the given reaction. Reactant: Cl.Cl.Cl.[CH3:4][O:5][C:6]1[CH:7]=[C:8]2[C:13](=[CH:14][CH:15]=1)[CH:12]=[C:11]([C:16]1[CH:21]=[CH:20][N:19]=[C:18]([NH:22][CH2:23][C:24]3[CH:29]=[CH:28][CH:27]=[C:26]([O:30][CH3:31])[CH:25]=3)[N:17]=1)[CH:10]=[C:9]2[N:32]1[CH2:37][CH2:36][NH:35][CH2:34][CH2:33]1.Br[CH2:39][CH2:40][CH2:41][OH:42].C(=O)([O-])[O-].[K+].[K+].C(#N)C. Product: [CH3:4][O:5][C:6]1[CH:7]=[C:8]2[C:13]([CH:12]=[C:11]([C:16]3[CH:21]=[CH:20][N:19]=[C:18]([NH:22][CH2:23][C:24]4[CH:29]=[CH:28][CH:27]=[C:26]([O:30][CH3:31])[CH:25]=4)[N:17]=3)[CH:10]=[C:9]2[N:32]2[CH2:33][CH2:34][N:35]([CH2:39][CH2:40][CH2:41][OH:42])[CH2:36][CH2:37]2)=[CH:14][CH:15]=1. The catalyst class is: 6.